From a dataset of Reaction yield outcomes from USPTO patents with 853,638 reactions. Predict the reaction yield, written as a fraction of the theoretical maximum amount of product (1.0 means a 100% yield; for example, 0.34 means a 34% yield). The reactants are Br[CH:2]([CH3:4])[CH3:3].[C:5]([O-])([O-])=O.[K+].[K+].[Si]([O:18][C:19]1[C:20]([F:35])=[C:21]([OH:34])[CH:22]=[C:23]([CH2:25][O:26][Si:27]([C:30]([CH3:33])([CH3:32])[CH3:31])([CH3:29])[CH3:28])[CH:24]=1)(C(C)(C)C)(C)C.C(O[CH2:39][CH3:40])C. The catalyst is CN(C=O)C. The product is [C:30]([Si:27]([O:26][CH2:25][C:23]1[CH:22]=[C:21]([O:34][CH:2]([CH3:4])[CH3:3])[C:20]([F:35])=[C:19]([O:18][CH:39]([CH3:40])[CH3:5])[CH:24]=1)([CH3:28])[CH3:29])([CH3:31])([CH3:32])[CH3:33]. The yield is 0.310.